Task: Predict the reactants needed to synthesize the given product.. Dataset: Full USPTO retrosynthesis dataset with 1.9M reactions from patents (1976-2016) (1) Given the product [ClH:11].[Br:10][C:8]1[CH:9]=[C:2]([NH2:1])[CH:3]=[C:4]([C:5]2[NH:21][N:20]=[N:19][N:6]=2)[CH:7]=1, predict the reactants needed to synthesize it. The reactants are: [NH2:1][C:2]1[CH:3]=[C:4]([CH:7]=[C:8]([Br:10])[CH:9]=1)[C:5]#[N:6].[ClH:11].C(N(CC)CC)C.[N-:19]=[N+:20]=[N-:21].[Na+]. (2) Given the product [F:15][C:2]([F:1])([C:8]1[CH:13]=[CH:12][C:11]([CH3:14])=[CH:10][N:9]=1)[CH2:3][OH:4], predict the reactants needed to synthesize it. The reactants are: [F:1][C:2]([F:15])([C:8]1[CH:13]=[CH:12][C:11]([CH3:14])=[CH:10][N:9]=1)[C:3](OCC)=[O:4].[BH4-].[Na+]. (3) Given the product [CH3:29][N:30]1[C:38]2[C:37]([O:39][C:40]3[CH:46]=[CH:45][C:43]([NH:44][C:20]([NH:7][C:6]4[CH:8]=[CH:9][CH:10]=[C:4]([O:3][C:2]([F:11])([F:12])[F:1])[CH:5]=4)=[O:21])=[CH:42][CH:41]=3)=[N:36][CH:35]=[N:34][C:33]=2[CH:32]=[CH:31]1, predict the reactants needed to synthesize it. The reactants are: [F:1][C:2]([F:12])([F:11])[O:3][C:4]1[CH:5]=[C:6]([CH:8]=[CH:9][CH:10]=1)[NH2:7].N1C=CC=CC=1.Cl[C:20](OC1C=CC=CC=1)=[O:21].[CH3:29][N:30]1[C:38]2[C:37]([O:39][C:40]3[CH:46]=[CH:45][C:43]([NH2:44])=[CH:42][CH:41]=3)=[N:36][CH:35]=[N:34][C:33]=2[CH:32]=[CH:31]1. (4) Given the product [F:3][C:4]1[C:11]([O:12][CH3:13])=[CH:10][CH:9]=[CH:8][C:5]=1/[CH:6]=[CH:15]/[CH:14]=[O:16], predict the reactants needed to synthesize it. The reactants are: [OH-].[K+].[F:3][C:4]1[C:11]([O:12][CH3:13])=[CH:10][CH:9]=[CH:8][C:5]=1[CH:6]=O.[CH:14](=[O:16])[CH3:15].